From a dataset of Full USPTO retrosynthesis dataset with 1.9M reactions from patents (1976-2016). Predict the reactants needed to synthesize the given product. Given the product [F:32][C:31]1[CH:30]=[C:29]([CH2:33][CH2:34][C:35]([OH:37])=[O:36])[CH:28]=[C:27]([F:40])[C:26]=1[O:5][CH2:6][C:7]1[C:8]([C:16]2[CH:21]=[CH:20][C:19]([O:22][CH3:23])=[CH:18][C:17]=2[F:24])=[N:9][S:10][C:11]=1[C:12]([F:15])([F:14])[F:13], predict the reactants needed to synthesize it. The reactants are: CS([O:5][CH2:6][C:7]1[C:8]([C:16]2[CH:21]=[CH:20][C:19]([O:22][CH3:23])=[CH:18][C:17]=2[F:24])=[N:9][S:10][C:11]=1[C:12]([F:15])([F:14])[F:13])(=O)=O.O[C:26]1[C:31]([F:32])=[CH:30][C:29]([CH2:33][CH2:34][C:35]([O:37]CC)=[O:36])=[CH:28][C:27]=1[F:40].